The task is: Binary Classification. Given a T-cell receptor sequence (or CDR3 region) and an epitope sequence, predict whether binding occurs between them.. This data is from TCR-epitope binding with 47,182 pairs between 192 epitopes and 23,139 TCRs. (1) The epitope is FADDLNQLTGY. The TCR CDR3 sequence is CASSLSPSGRANEQYF. Result: 0 (the TCR does not bind to the epitope). (2) The epitope is HSKKKCDEL. The TCR CDR3 sequence is CASSTPGQGGYEQYF. Result: 0 (the TCR does not bind to the epitope). (3) The epitope is CLGGLLTMV. The TCR CDR3 sequence is CASSPDGSSYNEQFF. Result: 0 (the TCR does not bind to the epitope). (4) The epitope is RPPIFIRRL. The TCR CDR3 sequence is CASSLEDNLGLFF. Result: 0 (the TCR does not bind to the epitope). (5) The epitope is YLKLTDNVYIK. The TCR CDR3 sequence is CASSQDRDRQTYGYTF. Result: 0 (the TCR does not bind to the epitope). (6) The epitope is RILGAGCFV. The TCR CDR3 sequence is CASSPLPGTSVTPSSYNEQFF. Result: 0 (the TCR does not bind to the epitope).